From a dataset of Full USPTO retrosynthesis dataset with 1.9M reactions from patents (1976-2016). Predict the reactants needed to synthesize the given product. (1) Given the product [Cl:15][CH2:16][CH2:17][CH2:18][CH2:19][C:20]([C:6]1[CH:5]=[C:4]2[C:9](=[CH:8][CH:7]=1)[CH2:1][CH:2]([NH:10][C:11](=[O:13])[CH3:12])[CH2:3]2)=[O:21], predict the reactants needed to synthesize it. The reactants are: [CH2:1]1[C:9]2[C:4](=[CH:5][CH:6]=[CH:7][CH:8]=2)[CH2:3][CH:2]1[N:10](C)[C:11](=[O:13])[CH3:12].[Cl:15][CH2:16][CH2:17][CH2:18][CH2:19][C:20](Cl)=[O:21]. (2) Given the product [CH3:15][C:16]([CH3:20])=[CH:17][CH2:18][CH2:11][CH2:10][O:9][SiH3:5], predict the reactants needed to synthesize it. The reactants are: CC=CC[SiH:5]([O:9][CH2:10][CH3:11])OCC.C[SiH2]O[CH2:15][CH:16]([CH2:20]C=C)[CH2:17][CH:18]=C.[Mg].C[Si](OCC)(OCC)OCC.C(Cl)C=C.